This data is from Reaction yield outcomes from USPTO patents with 853,638 reactions. The task is: Predict the reaction yield, written as a fraction of the theoretical maximum amount of product (1.0 means a 100% yield; for example, 0.34 means a 34% yield). (1) The reactants are [C:1]1([N:7]2[C:12](=[O:13])[C:11]([C:14]3[CH:19]=[CH:18][C:17]([F:20])=[CH:16][CH:15]=3)=[C:10](OS(C(F)(F)F)(=O)=O)[CH:9]=[N:8]2)[CH:6]=[CH:5][CH:4]=[CH:3][CH:2]=1.[CH3:29][S:30][C:31]1[CH:36]=[CH:35][C:34](B(O)O)=[CH:33][CH:32]=1. No catalyst specified. The product is [C:1]1([N:7]2[C:12](=[O:13])[C:11]([C:14]3[CH:15]=[CH:16][C:17]([F:20])=[CH:18][CH:19]=3)=[C:10]([C:34]3[CH:35]=[CH:36][C:31]([S:30][CH3:29])=[CH:32][CH:33]=3)[CH:9]=[N:8]2)[CH:6]=[CH:5][CH:4]=[CH:3][CH:2]=1. The yield is 0.920. (2) The reactants are [C:1]([O:4][C@@H:5]1[C@@H:10]([O:11][C:12](=[O:14])[CH3:13])[C@H:9]([O:15][C:16](=[O:18])[CH3:17])[C@@H:8]([O:19]/[C:20](/[C:29]([O:31][CH2:32][CH3:33])=[O:30])=[CH:21]\[C:22]2[CH:27]=[CH:26][CH:25]=[CH:24][C:23]=2F)[O:7][C@H:6]1[CH2:34][O:35][C:36](=[O:38])[CH3:37])(=[O:3])[CH3:2].[Cl:39]C1C=CC=CC=1CC(=O)C(OCC)=O.[H-].[Na+].[Br-].C(O[C@@H]1[C@@H](OC(=O)C)[C@H](OC(=O)C)[C@@H](COC(=O)C)O[C@@H]1O)(=O)C. No catalyst specified. The product is [C:1]([O:4][C@@H:5]1[C@@H:10]([O:11][C:12](=[O:14])[CH3:13])[C@H:9]([O:15][C:16](=[O:18])[CH3:17])[C@@H:8]([O:19]/[C:20](/[C:29]([O:31][CH2:32][CH3:33])=[O:30])=[CH:21]\[C:22]2[CH:27]=[CH:26][CH:25]=[CH:24][C:23]=2[Cl:39])[O:7][C@H:6]1[CH2:34][O:35][C:36](=[O:38])[CH3:37])(=[O:3])[CH3:2]. The yield is 0.160. (3) The reactants are [F:1][C:2]1[CH:7]=[C:6]([S:8][CH3:9])[CH:5]=[CH:4][C:3]=1[NH:10][C:11]1[C:12]([C:19]([O:21]C)=O)=[N:13][N:14]([CH3:18])[C:15](=[O:17])[CH:16]=1.[CH:23]([O:25][CH2:26][CH2:27][O:28][NH2:29])=[CH2:24].[Li+].C[Si]([N-][Si](C)(C)C)(C)C. The catalyst is C1COCC1. The product is [F:1][C:2]1[CH:7]=[C:6]([S:8][CH3:9])[CH:5]=[CH:4][C:3]=1[NH:10][C:11]1[C:12]([C:19]([NH:29][O:28][CH2:27][CH2:26][O:25][CH:23]=[CH2:24])=[O:21])=[N:13][N:14]([CH3:18])[C:15](=[O:17])[CH:16]=1. The yield is 0.990. (4) The reactants are C([N+](C[CH2:15][CH2:16][CH3:17])(CCCC)CCCC)CCC.[C:18]([NH:25][C@@H:26]([CH2:30][C:31]1[CH:38]=[C:36]([OH:37])[C:34]([OH:35])=[CH:33][CH:32]=1)[C:27]([OH:29])=[O:28])([O:20][C:21]([CH3:24])([CH3:23])[CH3:22])=[O:19]. The catalyst is CC(N(C)C)=O.C(OC)(C)(C)C. The product is [OH:37][C:36]1[CH:38]=[C:31]([CH2:30][C@H:26]([NH:25][C:18]([O:20][C:21]([CH3:23])([CH3:24])[CH3:22])=[O:19])[C:27]([O:29][CH2:17][C@H:16]([O:29][C:27](=[O:28])[CH3:26])[CH3:15])=[O:28])[CH:32]=[CH:33][C:34]=1[OH:35]. The yield is 0.367. (5) The reactants are C1(P(C2C=CC=CC=2)C2C=CC=CC=2)C=CC=CC=1.[O:20]1[CH:24]=[CH:23][C:22](B(O)O)=[CH:21]1.C([O-])([O-])=O.[K+].[K+].I[C:35]1[CH:36]=[C:37]([CH:59]=[CH:60][CH:61]=1)[CH:38]=[C:39]1[CH2:44][CH2:43][N:42]([CH2:45][CH2:46][O:47][C:48]2[CH:57]=[CH:56][CH:55]=[C:54]3[C:49]=2[CH:50]=[CH:51][C:52]([CH3:58])=[N:53]3)[CH2:41][CH2:40]1. The catalyst is COCCOC. The product is [O:20]1[CH:24]=[CH:23][C:22]([C:35]2[CH:36]=[C:37]([CH:59]=[CH:60][CH:61]=2)[CH:38]=[C:39]2[CH2:44][CH2:43][N:42]([CH2:45][CH2:46][O:47][C:48]3[CH:57]=[CH:56][CH:55]=[C:54]4[C:49]=3[CH:50]=[CH:51][C:52]([CH3:58])=[N:53]4)[CH2:41][CH2:40]2)=[CH:21]1. The yield is 0.640. (6) The reactants are CC(C)(CCCC)CO.C([O:18][N:19]([CH2:29][CH2:30][CH2:31][CH2:32][C:33]([CH3:37])([CH3:36])[CH2:34][OH:35])[CH2:20][CH2:21][CH2:22][CH2:23][C:24]([CH3:28])([CH3:27])[CH2:25][OH:26])(=O)C1C=CC=CC=1.C[O-].[Na+]. The catalyst is CO.[NH4+].[Cl-]. The product is [OH:18][N:19]([CH2:29][CH2:30][CH2:31][CH2:32][C:33]([CH3:37])([CH3:36])[CH2:34][OH:35])[CH2:20][CH2:21][CH2:22][CH2:23][C:24]([CH3:28])([CH3:27])[CH2:25][OH:26]. The yield is 0.480. (7) The reactants are [F:1][C:2]1[CH:3]=[C:4]([C:20]2[C:21]([C:26]#[N:27])=[CH:22][CH:23]=[CH:24][CH:25]=2)[CH:5]=[CH:6][C:7]=1[CH2:8][C:9]1[C:14](=[O:15])[NH:13][C:12]([CH3:16])=[N:11][C:10]=1[CH2:17][CH2:18][CH3:19].[CH3:28][O:29][C:30]1[CH:35]=[CH:34][C:33](B(O)O)=[CH:32][CH:31]=1.C(N(CC)CC)C.N1C=CC=CC=1. The catalyst is C(Cl)Cl.C(OCC)(=O)C.C([O-])(=O)C.[Cu+2].C([O-])(=O)C. The product is [F:1][C:2]1[CH:3]=[C:4]([C:20]2[C:21]([C:26]#[N:27])=[CH:22][CH:23]=[CH:24][CH:25]=2)[CH:5]=[CH:6][C:7]=1[CH2:8][C:9]1[C:14](=[O:15])[N:13]([C:33]2[CH:34]=[CH:35][C:30]([O:29][CH3:28])=[CH:31][CH:32]=2)[C:12]([CH3:16])=[N:11][C:10]=1[CH2:17][CH2:18][CH3:19]. The yield is 0.910. (8) The reactants are [Cl:1][C:2]1[CH:7]=[CH:6][C:5]([NH:8][S:9]([C:12]([F:15])([F:14])[F:13])(=[O:11])=[O:10])=[C:4]([O:16][C:17]2[CH:22]=[CH:21][C:20]([Cl:23])=[CH:19][C:18]=2[Cl:24])[CH:3]=1.[CH2:25](Cl)[C:26]#[CH:27].C(=O)([O-])[O-].[K+].[K+].[I-].[Na+]. The yield is 0.400. The product is [Cl:1][C:2]1[CH:7]=[CH:6][C:5]([N:8]([CH2:27][C:26]#[CH:25])[S:9]([C:12]([F:15])([F:13])[F:14])(=[O:10])=[O:11])=[C:4]([O:16][C:17]2[CH:22]=[CH:21][C:20]([Cl:23])=[CH:19][C:18]=2[Cl:24])[CH:3]=1. The catalyst is O.CN(C=O)C. (9) The reactants are [CH:1]1([C:4]([N:6]2[CH2:11][CH2:10][N:9]([C:12]([C:14]3[CH:15]=[C:16]([CH:20]4[C:25]5=[N:26][NH:27][C:28](=[O:33])[C:29]6[CH:30]=[CH:31][CH:32]=[C:23]([C:24]=65)[NH:22][CH:21]4[C:34]4[CH:41]=[CH:40][C:37]([CH:38]=[O:39])=[CH:36][CH:35]=4)[CH:17]=[CH:18][CH:19]=3)=[O:13])[CH2:8][CH2:7]2)=[O:5])[CH2:3][CH2:2]1.[CH3:42][NH:43][CH3:44].[BH4-].[Na+].[CH3:47][OH:48]. No catalyst specified. The product is [CH:1]1([C:47]([N:43]2[CH2:44][CH2:10][N:9]([C:12]([C:14]3[CH:15]=[C:16]([CH:20]4[C:25]5=[N:26][NH:27][C:28](=[O:33])[C:29]6[CH:30]=[CH:31][CH:32]=[C:23]([C:24]=65)[NH:22][CH:21]4[C:34]4[CH:41]=[CH:40][C:37]([CH2:4][N:6]([CH3:11])[CH3:7])=[CH:36][CH:35]=4)[CH:17]=[CH:18][CH:19]=3)=[O:13])[CH2:8][CH2:42]2)=[O:48])[CH2:3][CH2:2]1.[CH:1]1([C:4]([N:6]2[CH2:11][CH2:10][N:9]([C:12]([C:14]3[CH:15]=[C:16]([CH:20]4[C:25]5=[N:26][NH:27][C:28](=[O:33])[C:29]6[CH:30]=[CH:31][CH:32]=[C:23]([C:24]=65)[NH:22][CH:21]4[C:34]4[CH:35]=[CH:36][C:37]([CH2:38][OH:39])=[CH:40][CH:41]=4)[CH:17]=[CH:18][CH:19]=3)=[O:13])[CH2:8][CH2:7]2)=[O:5])[CH2:3][CH2:2]1. The yield is 0.190. (10) The reactants are [C:1]([C:3]1[CH:33]=[CH:32][C:6]([C:7]([NH:9][C:10]2[CH:31]=[CH:30][C:13]([CH2:14][N:15]3[C:23]4[C:18](=[CH:19][CH:20]=[CH:21][CH:22]=4)[C:17]([CH2:24][C:25]([O:27]CC)=[O:26])=[N:16]3)=[CH:12][CH:11]=2)=[O:8])=[CH:5][CH:4]=1)#[N:2].O.[OH-].[Li+].O.Cl. The catalyst is O1CCCC1. The product is [C:1]([C:3]1[CH:33]=[CH:32][C:6]([C:7]([NH:9][C:10]2[CH:31]=[CH:30][C:13]([CH2:14][N:15]3[C:23]4[C:18](=[CH:19][CH:20]=[CH:21][CH:22]=4)[C:17]([CH2:24][C:25]([OH:27])=[O:26])=[N:16]3)=[CH:12][CH:11]=2)=[O:8])=[CH:5][CH:4]=1)#[N:2]. The yield is 0.609.